From a dataset of Reaction yield outcomes from USPTO patents with 853,638 reactions. Predict the reaction yield, written as a fraction of the theoretical maximum amount of product (1.0 means a 100% yield; for example, 0.34 means a 34% yield). (1) The reactants are [F:1][C:2]1[CH:7]=[CH:6][CH:5]=[CH:4][C:3]=1[CH2:8][C:9]([OH:11])=O.C(Cl)(=O)C(Cl)=O.[Br:18][C:19]1[CH:24]=[CH:23][C:22]([O:25]C)=[CH:21][CH:20]=1.[Al+3].[Cl-].[Cl-].[Cl-]. The catalyst is ClCCl.CN(C=O)C. The product is [Br:18][C:19]1[CH:20]=[CH:21][C:22]([OH:25])=[C:23]([C:9](=[O:11])[CH2:8][C:3]2[CH:4]=[CH:5][CH:6]=[CH:7][C:2]=2[F:1])[CH:24]=1. The yield is 0.810. (2) The reactants are [F:1][C:2]1[CH:22]=[C:21]([F:23])[CH:20]=[CH:19][C:3]=1[O:4][C:5]1[CH:6]=[C:7]2[C:11](=[CH:12][C:13]=1[OH:14])[N:10]([CH2:15][CH:16]([CH3:18])[CH3:17])[N:9]=[CH:8]2.C([O-])([O-])=O.[Cs+].[Cs+].Br[CH2:31][CH:32]1[CH2:34][O:33]1. The catalyst is CC(N(C)C)=O.CCOCC.O. The product is [F:1][C:2]1[CH:22]=[C:21]([F:23])[CH:20]=[CH:19][C:3]=1[O:4][C:5]1[CH:6]=[C:7]2[C:11](=[CH:12][C:13]=1[O:14][CH2:31][CH:32]1[CH2:34][O:33]1)[N:10]([CH2:15][CH:16]([CH3:18])[CH3:17])[N:9]=[CH:8]2. The yield is 0.770. (3) The catalyst is C(Cl)Cl.O=[Mn]=O. The product is [CH3:1][Si:2]([CH3:19])([CH3:18])[CH2:3][CH2:4][O:5][CH2:6][N:7]1[C:11]2[CH:12]=[CH:13][CH:14]=[CH:15][C:10]=2[N:9]=[C:8]1[CH:16]=[O:17]. The reactants are [CH3:1][Si:2]([CH3:19])([CH3:18])[CH2:3][CH2:4][O:5][CH2:6][N:7]1[C:11]2[CH:12]=[CH:13][CH:14]=[CH:15][C:10]=2[N:9]=[C:8]1[CH2:16][OH:17]. The yield is 0.550.